Dataset: Peptide-MHC class II binding affinity with 134,281 pairs from IEDB. Task: Regression. Given a peptide amino acid sequence and an MHC pseudo amino acid sequence, predict their binding affinity value. This is MHC class II binding data. The peptide sequence is AFKVFATAANAAPAN. The MHC is DRB1_1001 with pseudo-sequence DRB1_1001. The binding affinity (normalized) is 0.883.